Dataset: Retrosynthesis with 50K atom-mapped reactions and 10 reaction types from USPTO. Task: Predict the reactants needed to synthesize the given product. Given the product Cc1cc(O)ccc1CN1CCCC1, predict the reactants needed to synthesize it. The reactants are: C1CCNC1.Cc1cc(O)ccc1C=O.